This data is from Reaction yield outcomes from USPTO patents with 853,638 reactions. The task is: Predict the reaction yield, written as a fraction of the theoretical maximum amount of product (1.0 means a 100% yield; for example, 0.34 means a 34% yield). (1) The reactants are [OH:1][C@H:2]([CH2:30][CH2:31][CH2:32][CH2:33][CH2:34][CH2:35][CH2:36][CH2:37][CH2:38][CH2:39][CH3:40])[CH2:3][CH2:4][O:5][C@@H:6]1[C@@H:15]([O:16][CH2:17][CH2:18][CH2:19][CH2:20][CH2:21][CH2:22][CH2:23][CH2:24][CH2:25][CH3:26])[C@H:14]([OH:27])[C@@H:13]([CH2:28][OH:29])[O:12][C@@H:7]1[O:8]/[CH:9]=[CH:10]/[CH3:11].[Si:41](Cl)([C:44]([CH3:47])([CH3:46])[CH3:45])([CH3:43])[CH3:42]. The catalyst is C(Cl)Cl.CN(C1C=CN=CC=1)C. The product is [Si:41]([O:29][CH2:28][C@H:13]1[O:12][C@H:7]([O:8]/[CH:9]=[CH:10]/[CH3:11])[C@H:6]([O:5][CH2:4][CH2:3][C@H:2]([OH:1])[CH2:30][CH2:31][CH2:32][CH2:33][CH2:34][CH2:35][CH2:36][CH2:37][CH2:38][CH2:39][CH3:40])[C@@H:15]([O:16][CH2:17][CH2:18][CH2:19][CH2:20][CH2:21][CH2:22][CH2:23][CH2:24][CH2:25][CH3:26])[C@@H:14]1[OH:27])([C:44]([CH3:47])([CH3:46])[CH3:45])([CH3:43])[CH3:42]. The yield is 0.900. (2) The reactants are [CH:1]1([CH2:4][O:5][C:6]2[CH:12]=[CH:11][CH:10]=[CH:9][C:7]=2[NH2:8])[CH2:3][CH2:2]1.[CH3:13][S:14](Cl)(=[O:16])=[O:15]. The catalyst is N1C=CC=CC=1. The product is [CH:1]1([CH2:4][O:5][C:6]2[CH:12]=[CH:11][CH:10]=[CH:9][C:7]=2[NH:8][S:14]([CH3:13])(=[O:16])=[O:15])[CH2:2][CH2:3]1. The yield is 0.960. (3) The reactants are [CH3:1][O:2][C:3]1[CH:12]=[C:11]2[C:6]([CH2:7][CH2:8][C:9]([CH3:18])([C:14]([O:16][CH3:17])=[O:15])[C:10]2=O)=[CH:5][CH:4]=1.C([SiH](CC)CC)C. The catalyst is C(Cl)Cl.FC(F)(F)C(O)=O. The product is [CH3:1][O:2][C:3]1[CH:12]=[C:11]2[C:6]([CH2:7][CH2:8][C:9]([CH3:18])([C:14]([O:16][CH3:17])=[O:15])[CH2:10]2)=[CH:5][CH:4]=1. The yield is 0.880.